Dataset: Forward reaction prediction with 1.9M reactions from USPTO patents (1976-2016). Task: Predict the product of the given reaction. (1) The product is: [NH3:5].[O:16]1[CH:17]=[CH:18][CH:19]=[C:15]1[C:6]1[N:5]=[C:4]2[NH:20][CH:2]=[CH:1][C:3]2=[CH:8][C:7]=1[C:9]1[CH:14]=[CH:13][N:12]=[CH:11][N:10]=1. Given the reactants [C:1]([C:3]1[C:4]([NH2:20])=[N:5][C:6]([C:15]2[O:16][CH:17]=[CH:18][CH:19]=2)=[C:7]([C:9]2[CH:14]=[CH:13][N:12]=[CH:11][N:10]=2)[CH:8]=1)#[CH:2].CC(C)([O-])C.[K+], predict the reaction product. (2) Given the reactants [NH2:1][C:2]1[CH:10]=[CH:9][CH:8]=[C:7]2[C:3]=1[CH2:4][O:5][C:6]2=[O:11].C1(C(N2CCN(C([C:25]3[CH:32]=[CH:31][C:28]([CH:29]=O)=[CH:27][CH:26]=3)=O)CC2)=O)CC1.[O-]S([O-])(=O)=O.[Mg+2].[CH:39]1([C:42]([N:44]2[CH2:49][CH2:48][N:47]([C:50]([C:52]3[CH:69]=[CH:68][C:55](/[CH:56]=N/C4C=CC=C5C=4COC5=O)=[CH:54][CH:53]=3)=[O:51])[CH2:46][CH2:45]2)=[O:43])[CH2:41][CH2:40]1.[CH:70](=[O:77])C1C=CC=CC=1.C[O-].[Na+].C(OCC)(=O)CC, predict the reaction product. The product is: [CH:39]1([C:42]([N:44]2[CH2:45][CH2:46][N:47]([C:50]([C:52]3[CH:53]=[CH:54][C:55]([CH:56]4[CH:29]([C:28]5[CH:27]=[CH:26][CH:25]=[CH:32][CH:31]=5)[C:70](=[O:77])[C:3]5[C:7]([C:6]([O:5][CH3:4])=[O:11])=[CH:8][CH:9]=[CH:10][C:2]=5[NH:1]4)=[CH:68][CH:69]=3)=[O:51])[CH2:48][CH2:49]2)=[O:43])[CH2:40][CH2:41]1.